From a dataset of Reaction yield outcomes from USPTO patents with 853,638 reactions. Predict the reaction yield, written as a fraction of the theoretical maximum amount of product (1.0 means a 100% yield; for example, 0.34 means a 34% yield). (1) The reactants are [NH2:1][C:2]1[CH:3]=[C:4]([C:8]2[C:16]3[C:11](=[CH:12][CH:13]=[C:14](C#N)[CH:15]=3)[N:10](C3CCCCO3)[N:9]=2)[CH:5]=[CH:6][CH:7]=1.[N:25]1[CH:30]=[CH:29][CH:28]=[C:27]([C:31](Cl)=[O:32])[CH:26]=1.[CH3:34][OH:35]. The catalyst is O1CCCC1.CN(C)C=O.ClCCl. The product is [C:26]([CH:27]1[CH2:31][O:32][CH:30]([N:10]2[C:11]3[C:16](=[CH:15][CH:14]=[CH:13][CH:12]=3)[C:8]([C:4]3[CH:3]=[C:2]([NH:1][C:34](=[O:35])[CH2:3][CH:4]([CH3:8])[CH3:5])[CH:7]=[CH:6][CH:5]=3)=[N:9]2)[CH2:29][CH2:28]1)#[N:25]. The yield is 0.470. (2) The reactants are [F:1][C:2]1[CH:7]=[CH:6][C:5]([O:8][C:9]2[CH:14]=[CH:13][C:12]([N+:15]([O-])=O)=[CH:11][CH:10]=2)=[CH:4][C:3]=1[C:18]([F:21])([F:20])[F:19]. The catalyst is CO.[Pd]. The product is [F:1][C:2]1[CH:7]=[CH:6][C:5]([O:8][C:9]2[CH:10]=[CH:11][C:12]([NH2:15])=[CH:13][CH:14]=2)=[CH:4][C:3]=1[C:18]([F:19])([F:20])[F:21]. The yield is 0.950. (3) The yield is 0.0900. The product is [CH3:1][N:2]1[CH2:15][CH2:14][C:5]2[N:6]([CH2:28][CH2:27][C:24]3[CH:23]=[N:22][C:21]([CH2:18][CH2:19][CH3:20])=[CH:26][CH:25]=3)[C:7]3[CH:8]=[CH:9][C:10]([CH3:13])=[CH:11][C:12]=3[C:4]=2[CH2:3]1. The catalyst is CN1CCCC1=O.O. The reactants are [CH3:1][N:2]1[CH2:15][CH2:14][C:5]2[NH:6][C:7]3[CH:8]=[CH:9][C:10]([CH3:13])=[CH:11][C:12]=3[C:4]=2[CH2:3]1.[OH-].[K+].[CH2:18]([C:21]1[CH:26]=[CH:25][C:24]([CH:27]=[CH2:28])=[CH:23][N:22]=1)[CH2:19][CH3:20]. (4) The reactants are N(C(N1CCCCC1)=O)=NC(N1CCCCC1)=O.[OH:19][C:20]1[CH:21]=[C:22]2[C:26](=[CH:27][CH:28]=1)[NH:25][C:24]([CH2:29][CH:30]([CH3:35])[C:31]([O:33][CH3:34])=[O:32])=[CH:23]2.O[CH2:37][CH2:38][CH2:39][NH:40][C:41]1[CH:46]=[CH:45][CH:44]=[CH:43][N:42]=1.C(P(CCCC)CCCC)CCC. The catalyst is O1CCCC1. The product is [CH3:35][CH:30]([CH2:29][C:24]1[NH:25][C:26]2[C:22]([CH:23]=1)=[CH:21][C:20]([O:19][CH2:37][CH2:38][CH2:39][NH:40][C:41]1[CH:46]=[CH:45][CH:44]=[CH:43][N:42]=1)=[CH:28][CH:27]=2)[C:31]([O:33][CH3:34])=[O:32]. The yield is 0.150. (5) The reactants are C(Cl)Cl.[O:4]1[C:8]2[CH:9]=[CH:10][CH:11]=[CH:12][C:7]=2[CH:6]=[C:5]1[C:13]1([C:16]2[CH:24]=[C:23]([O:25][CH3:26])[CH:22]=[CH:21][C:17]=2[C:18](O)=[O:19])[CH2:15][CH2:14]1.FC(F)(F)C(OC(=O)C(F)(F)F)=O. The catalyst is O. The product is [CH3:26][O:25][C:23]1[CH:22]=[CH:21][C:17]2[C:18](=[O:19])[C:6]3[C:7]4[CH:12]=[CH:11][CH:10]=[CH:9][C:8]=4[O:4][C:5]=3[C:13]3([C:16]=2[CH:24]=1)[CH2:15][CH2:14]3. The yield is 0.700. (6) The reactants are FC(F)(F)C(O)=O.[Cl:8][C:9]1[CH:10]=[C:11]([NH:16][C:17]2[C:26]3[C:21](=[CH:22][C:23]([OH:29])=[C:24]([O:27][CH3:28])[CH:25]=3)[N:20]=[CH:19][N:18]=2)[CH:12]=[CH:13][C:14]=1[Cl:15].[CH3:30][C:31]([N:34](CCBr)C(=O)[O-])(C)C.C(=O)([O-])[O-].[K+].[K+].Cl. The catalyst is CN(C)C(=O)C.CO.O1CCOCC1. The product is [ClH:8].[NH2:34][CH2:31][CH2:30][O:29][C:23]1[CH:22]=[C:21]2[C:26]([C:17]([NH:16][C:11]3[CH:12]=[CH:13][C:14]([Cl:15])=[C:9]([Cl:8])[CH:10]=3)=[N:18][CH:19]=[N:20]2)=[CH:25][C:24]=1[O:27][CH3:28]. The yield is 0.940.